Dataset: Forward reaction prediction with 1.9M reactions from USPTO patents (1976-2016). Task: Predict the product of the given reaction. (1) The product is: [CH2:39]([N:34]1[C:35]2[C:31](=[C:30]([NH:29][C:27]([NH:26][C:24]3[CH:25]=[C:20]([S:17]([CH3:16])(=[O:18])=[O:19])[CH:21]=[CH:22][C:23]=3[O:40][CH3:41])=[S:28])[CH:38]=[CH:37][CH:36]=2)[CH:32]=[N:33]1)[CH3:2]. Given the reactants N(C1C=C(S(C)(=O)=O)C=CC=1OC)=[C:2]=S.[CH3:16][S:17]([C:20]1[CH:21]=[CH:22][C:23]([O:40][CH3:41])=[C:24]([NH:26][C:27]([NH:29][C:30]2[CH:38]=[CH:37][CH:36]=[C:35]3[C:31]=2[CH:32]=[N:33][N:34]3[CH3:39])=[S:28])[CH:25]=1)(=[O:19])=[O:18], predict the reaction product. (2) The product is: [Cl:1][C:2]1[CH:7]=[CH:6][C:5]([C:8]2[C:14]3[CH:15]=[C:16]([O:19][CH3:20])[CH:17]=[CH:18][C:13]=3[N:12]3[C:21]([CH3:24])=[N:22][N:23]=[C:11]3[C@H:10]([CH2:25][C:26]([O:28][CH2:38][CH2:39][CH2:40][CH3:41])=[O:27])[N:9]=2)=[CH:4][CH:3]=1. Given the reactants [Cl:1][C:2]1[CH:7]=[CH:6][C:5]([C:8]2[C:14]3[CH:15]=[C:16]([O:19][CH3:20])[CH:17]=[CH:18][C:13]=3[N:12]3[C:21]([CH3:24])=[N:22][N:23]=[C:11]3[C@H:10]([CH2:25][C:26]([OH:28])=[O:27])[N:9]=2)=[CH:4][CH:3]=1.CC(C)N=C=NC(C)C.[CH2:38](O)[CH2:39][CH2:40][CH3:41], predict the reaction product. (3) Given the reactants [CH2:1]([O:8][C:9]1[C:10]([C:32]([OH:34])=O)=[N:11][C:12]([CH2:16][C:17]2([C:22]3[CH:27]=[CH:26][C:25]([C:28]([F:31])([F:30])[F:29])=[CH:24][CH:23]=3)[CH2:21][CH2:20][CH2:19][CH2:18]2)=[N:13][C:14]=1[OH:15])[C:2]1[CH:7]=[CH:6][CH:5]=[CH:4][CH:3]=1.[Si:35]([O:42][CH2:43][CH2:44][NH:45][CH:46]([CH3:48])[CH3:47])([C:38]([CH3:41])([CH3:40])[CH3:39])([CH3:37])[CH3:36].[Si](OCCN(C(C)C)C(C1C(OCC2C=CC=CC=2)=C(O)N=C(CC2(C3C=C(Cl)C=CC=3Cl)CCCC2)N=1)=O)(C(C)(C)C)(C)C, predict the reaction product. The product is: [Si:35]([O:42][CH2:43][CH2:44][N:45]([CH:46]([CH3:48])[CH3:47])[C:32]([C:10]1[C:9]([O:8][CH2:1][C:2]2[CH:3]=[CH:4][CH:5]=[CH:6][CH:7]=2)=[C:14]([OH:15])[N:13]=[C:12]([CH2:16][C:17]2([C:22]3[CH:23]=[CH:24][C:25]([C:28]([F:30])([F:29])[F:31])=[CH:26][CH:27]=3)[CH2:18][CH2:19][CH2:20][CH2:21]2)[N:11]=1)=[O:34])([C:38]([CH3:41])([CH3:40])[CH3:39])([CH3:37])[CH3:36]. (4) The product is: [C:36]([O:21][CH2:20][C@H:19]([NH:18][C:10]1[CH:11]=[CH:12][C:13]([N+:15]([O-:17])=[O:16])=[CH:14][C:9]=1[C:8]([NH:7][CH2:6][C:5]1[CH:24]=[CH:25][C:26]([O:27][CH3:28])=[C:3]([O:2][CH3:1])[CH:4]=1)=[O:23])[CH3:22])(=[O:38])[CH3:37]. Given the reactants [CH3:1][O:2][C:3]1[CH:4]=[C:5]([CH:24]=[CH:25][C:26]=1[O:27][CH3:28])[CH2:6][NH:7][C:8](=[O:23])[C:9]1[CH:14]=[C:13]([N+:15]([O-:17])=[O:16])[CH:12]=[CH:11][C:10]=1[NH:18][C@H:19]([CH3:22])[CH2:20][OH:21].C(N(CC)CC)C.[C:36](Cl)(=[O:38])[CH3:37], predict the reaction product.